From a dataset of Peptide-MHC class I binding affinity with 185,985 pairs from IEDB/IMGT. Regression. Given a peptide amino acid sequence and an MHC pseudo amino acid sequence, predict their binding affinity value. This is MHC class I binding data. The peptide sequence is SPAIFQYTM. The MHC is HLA-A68:02 with pseudo-sequence HLA-A68:02. The binding affinity (normalized) is 0.354.